Task: Predict the reaction yield, written as a fraction of the theoretical maximum amount of product (1.0 means a 100% yield; for example, 0.34 means a 34% yield).. Dataset: Reaction yield outcomes from USPTO patents with 853,638 reactions (1) The reactants are [NH:1]1[C:5]([CH2:6][C:7]([OH:9])=O)=[CH:4][N:3]=[CH:2]1.CN(C(ON1N=NC2C=CC=NC1=2)=[N+](C)C)C.F[P-](F)(F)(F)(F)F.C(N(CC)C(C)C)(C)C.[CH3:43][N:44]([CH3:75])[C:45](=[O:74])[O:46][C:47]1[CH:52]=[CH:51][CH:50]=[C:49]([NH:53][C:54]([C:56]2([CH2:72][NH2:73])[CH2:61][CH2:60][N:59]([C:62]3[C:63]4[C:70]([CH3:71])=[CH:69][NH:68][C:64]=4[N:65]=[CH:66][N:67]=3)[CH2:58][CH2:57]2)=[O:55])[CH:48]=1. The catalyst is C(Cl)Cl.O. The product is [CH3:75][N:44]([CH3:43])[C:45](=[O:74])[O:46][C:47]1[CH:52]=[CH:51][CH:50]=[C:49]([NH:53][C:54]([C:56]2([CH2:72][NH:73][C:7](=[O:9])[CH2:6][C:5]3[NH:1][CH:2]=[N:3][CH:4]=3)[CH2:57][CH2:58][N:59]([C:62]3[C:63]4[C:70]([CH3:71])=[CH:69][NH:68][C:64]=4[N:65]=[CH:66][N:67]=3)[CH2:60][CH2:61]2)=[O:55])[CH:48]=1. The yield is 0.720. (2) The reactants are [C:1]([C:4]1[C:12]2[C:7](=[C:8]3[CH2:15][CH2:14][O:13][C:9]3=[CH:10][CH:11]=2)[NH:6][CH:5]=1)(=O)[CH3:2].B.CC(C)=O. The catalyst is O1CCCC1. The product is [CH2:1]([C:4]1[C:12]2[C:7](=[C:8]3[CH2:15][CH2:14][O:13][C:9]3=[CH:10][CH:11]=2)[NH:6][CH:5]=1)[CH3:2]. The yield is 0.450. (3) The reactants are [OH:1][C:2]1[CH:3]=[C:4]2[C:9](=[CH:10][CH:11]=1)[N:8]=[C:7]([CH2:12][CH:13]([CH3:15])[CH3:14])[C:6]([CH2:16][NH:17][C:18](=[O:24])[O:19][C:20]([CH3:23])([CH3:22])[CH3:21])=[C:5]2[C:25]1[CH:30]=[CH:29][C:28]([CH3:31])=[CH:27][CH:26]=1.Br[CH2:33][C:34]#[N:35].C(=O)([O-])[O-].[K+].[K+].CN(C)C=O. The catalyst is O. The product is [C:34]([CH2:33][O:1][C:2]1[CH:3]=[C:4]2[C:9](=[CH:10][CH:11]=1)[N:8]=[C:7]([CH2:12][CH:13]([CH3:15])[CH3:14])[C:6]([CH2:16][NH:17][C:18](=[O:24])[O:19][C:20]([CH3:23])([CH3:21])[CH3:22])=[C:5]2[C:25]1[CH:26]=[CH:27][C:28]([CH3:31])=[CH:29][CH:30]=1)#[N:35]. The yield is 0.520. (4) The reactants are [Cl:1][C:2]1[N:7]=[CH:6][C:5]([NH:8][CH3:9])=[C:4]([C:10]2[CH:15]=[CH:14][CH:13]=[CH:12][C:11]=2[Cl:16])[CH:3]=1.C[Si]([N-][Si](C)(C)C)(C)C.[K+].[F:27][C:28]([F:46])([F:45])[C:29]1[CH:30]=[C:31]([C:39]([CH3:44])([CH3:43])[C:40](Cl)=[O:41])[CH:32]=[C:33]([C:35]([F:38])([F:37])[F:36])[CH:34]=1.C(=O)([O-])O.[Na+]. The catalyst is O1CCCC1. The product is [F:37][C:35]([F:36])([F:38])[C:33]1[CH:32]=[C:31]([C:39]([CH3:44])([CH3:43])[C:40]([N:8]([C:5]2[CH:6]=[N:7][C:2]([Cl:1])=[CH:3][C:4]=2[C:10]2[CH:15]=[CH:14][CH:13]=[CH:12][C:11]=2[Cl:16])[CH3:9])=[O:41])[CH:30]=[C:29]([C:28]([F:27])([F:45])[F:46])[CH:34]=1. The yield is 0.820. (5) The reactants are [Cl:1][C:2]1[CH:10]=CC(C(O)=O)=[C:4](C)[CH:3]=1.B.[CH2:13]1[CH2:17][O:16][CH2:15][CH2:14]1.CO. The catalyst is C1COCC1. The product is [Cl:1][C:2]1[CH:10]=[C:13]([CH2:17][OH:16])[CH:14]=[CH:15][C:3]=1[CH3:4]. The yield is 0.850.